Dataset: Full USPTO retrosynthesis dataset with 1.9M reactions from patents (1976-2016). Task: Predict the reactants needed to synthesize the given product. (1) The reactants are: [C:1]1([CH3:14])[CH:6]=[C:5]([CH3:7])[CH:4]=[C:3]([CH3:8])[C:2]=1[S:9]([O:12][NH2:13])(=[O:11])=[O:10].[NH2:15][C:16]1[N:21]=[C:20]([CH3:22])[CH:19]=[C:18]([CH3:23])[N:17]=1.CO.ClCCl.CCOCC. Given the product [C:1]1([CH3:14])[CH:6]=[C:5]([CH3:7])[CH:4]=[C:3]([CH3:8])[C:2]=1[S:9]([O-:12])(=[O:11])=[O:10].[NH2:13][N+:17]1[C:18]([CH3:23])=[CH:19][C:20]([CH3:22])=[N:21][C:16]=1[NH2:15], predict the reactants needed to synthesize it. (2) Given the product [F:1]/[C:2](=[C:13](/[C:16]1[CH:17]=[C:18]2[C:23](=[CH:24][C:25]=1[O:26][CH3:27])[O:22][C:21]([CH3:29])([CH3:28])[CH:20]=[C:19]2[CH:30]([CH3:31])[CH3:32])\[CH2:14][CH3:15])/[CH:3]=[CH:4]/[C:5](/[CH3:12])=[CH:6]/[C:7]([OH:9])=[O:8], predict the reactants needed to synthesize it. The reactants are: [F:1]/[C:2](=[C:13](/[C:16]1[CH:17]=[C:18]2[C:23](=[CH:24][C:25]=1[O:26][CH3:27])[O:22][C:21]([CH3:29])([CH3:28])[CH:20]=[C:19]2[CH:30]([CH3:32])[CH3:31])\[CH2:14][CH3:15])/[CH:3]=[CH:4]/[C:5](/[CH3:12])=[CH:6]/[C:7]([O:9]CC)=[O:8].[OH-].[Na+]. (3) Given the product [CH3:18][C:17]1[C:16]([C:19]2[CH:20]=[C:21]3[C:25](=[CH:26][CH:27]=2)[NH:24][N:23]=[C:22]3[C:34]2[NH:38][C:37]([C:47]3[CH:52]=[CH:51][N:50]=[CH:49][CH:48]=3)=[N:36][CH:35]=2)=[CH:15][N:14]=[CH:13][C:12]=1[CH2:11][NH:3][CH2:1][CH3:2], predict the reactants needed to synthesize it. The reactants are: [CH2:1]([N:3]([CH2:11][C:12]1[CH:13]=[N:14][CH:15]=[C:16]([C:19]2[CH:20]=[C:21]3[C:25](=[CH:26][CH:27]=2)[N:24](C2CCCCO2)[N:23]=[C:22]3[C:34]2[N:38](COCC[Si](C)(C)C)[C:37]([C:47]3[CH:52]=[CH:51][N:50]=[CH:49][CH:48]=3)=[N:36][CH:35]=2)[C:17]=1[CH3:18])C(=O)OC(C)(C)C)[CH3:2]. (4) The reactants are: [CH3:1][C:2]1[CH:3]=[C:4]([NH:16][C:17]2[C:26]3[C:21](=[CH:22][CH:23]=[CH:24][C:25]=3[O:27][C@H:28]([CH3:32])[C:29](O)=[O:30])[N:20]=[CH:19][N:18]=2)[CH:5]=[CH:6][C:7]=1[O:8][C:9]1[CH:10]=[N:11][C:12]([CH3:15])=[CH:13][CH:14]=1.[OH:33][CH2:34][CH2:35][CH2:36][NH:37][CH3:38]. Given the product [OH:33][CH2:34][CH2:35][CH2:36][N:37]([CH3:38])[C:29](=[O:30])[C@H:28]([O:27][C:25]1[CH:24]=[CH:23][CH:22]=[C:21]2[C:26]=1[C:17]([NH:16][C:4]1[CH:5]=[CH:6][C:7]([O:8][C:9]3[CH:10]=[N:11][C:12]([CH3:15])=[CH:13][CH:14]=3)=[C:2]([CH3:1])[CH:3]=1)=[N:18][CH:19]=[N:20]2)[CH3:32], predict the reactants needed to synthesize it. (5) Given the product [Cl:5][C:6]1[N:7]=[CH:8][C:9]([CH2:12][C:13]([O:15][CH3:1])=[O:14])=[CH:10][CH:11]=1, predict the reactants needed to synthesize it. The reactants are: [C:1](Cl)(=O)C.[Cl:5][C:6]1[CH:11]=[CH:10][C:9]([CH2:12][C:13]([OH:15])=[O:14])=[CH:8][N:7]=1. (6) Given the product [C:1]([O:5][C:6](=[O:26])[NH:7][C@H:8]1[C@H:17]([O:18][CH3:19])[CH2:16][C:15]2[C:10](=[CH:11][C:12]([C:20](=[O:28])[NH2:21])=[CH:13][CH:14]=2)[C:9]1([CH2:22][CH3:23])[CH2:24][CH3:25])([CH3:3])([CH3:4])[CH3:2], predict the reactants needed to synthesize it. The reactants are: [C:1]([O:5][C:6](=[O:26])[NH:7][C@H:8]1[C@H:17]([O:18][CH3:19])[CH2:16][C:15]2[C:10](=[CH:11][C:12]([C:20]#[N:21])=[CH:13][CH:14]=2)[C:9]1([CH2:24][CH3:25])[CH2:22][CH3:23])([CH3:4])([CH3:3])[CH3:2].C([O-])([O-])=[O:28].[K+].[K+].OO. (7) Given the product [CH3:22][O:21][C:18]1[CH:19]=[C:20]2[C:15]([CH:14]=[CH:13][CH:12]=[C:11]2[CH2:10][C:9]([OH:23])=[O:8])=[CH:16][CH:17]=1, predict the reactants needed to synthesize it. The reactants are: [OH-].[Na+].C(O)C.C([O:8][C:9](=[O:23])[CH2:10][C:11]1[C:20]2[C:15](=[CH:16][CH:17]=[C:18]([O:21][CH3:22])[CH:19]=2)[CH:14]=[CH:13][CH:12]=1)C.